From a dataset of Forward reaction prediction with 1.9M reactions from USPTO patents (1976-2016). Predict the product of the given reaction. (1) Given the reactants [Cl:1][C:2]1[CH:7]=[CH:6][CH:5]=[CH:4][C:3]=1[CH:8]1[C:13]([C:14]#[N:15])=[C:12]([CH3:16])[NH:11][C:10]2=[N:17][NH:18][CH:19]=[C:9]12.[C:20](O[C:20]([O:22][C:23]([CH3:26])([CH3:25])[CH3:24])=[O:21])([O:22][C:23]([CH3:26])([CH3:25])[CH3:24])=[O:21], predict the reaction product. The product is: [C:23]([O:22][C:20]([N:18]1[CH:19]=[C:9]2[C:10]([NH:11][C:12]([CH3:16])=[C:13]([C:14]#[N:15])[CH:8]2[C:3]2[CH:4]=[CH:5][CH:6]=[CH:7][C:2]=2[Cl:1])=[N:17]1)=[O:21])([CH3:26])([CH3:25])[CH3:24]. (2) Given the reactants [C:1]([O:5][C:6]([NH:8][CH:9]([C:13]1[CH:18]=[CH:17][CH:16]=[CH:15][CH:14]=1)[C:10]([OH:12])=[O:11])=[O:7])([CH3:4])([CH3:3])[CH3:2].[N:19]12[CH2:26][CH2:25][CH:22]([CH2:23][CH2:24]1)[C@@H:21](O)[CH2:20]2.C1C=CC2N(O)N=NC=2C=1.C1CCC(N=C=NC2CCCCC2)CC1, predict the reaction product. The product is: [C:1]([O:5][C:6]([NH:8][CH:9]([C:13]1[CH:18]=[CH:17][CH:16]=[CH:15][CH:14]=1)[C:10]([O:12][C@@H:21]1[CH:22]2[CH2:25][CH2:26][N:19]([CH2:24][CH2:23]2)[CH2:20]1)=[O:11])=[O:7])([CH3:4])([CH3:2])[CH3:3]. (3) Given the reactants C[O:2][C:3](=[O:49])[CH:4]([NH:25][C:26](=[O:48])[C:27]1[CH:32]=[C:31]([Br:33])[CH:30]=[CH:29][C:28]=1[NH:34][S:35]([C:38]1[CH:43]=[CH:42][C:41]([C:44]([CH3:47])([CH3:46])[CH3:45])=[CH:40][CH:39]=1)(=[O:37])=[O:36])[CH2:5][C:6]1[CH:11]=[CH:10][C:9]([C:12]2[CH:17]=[CH:16][CH:15]=[CH:14][C:13]=2[O:18][C:19]2[CH:24]=[CH:23][CH:22]=[CH:21][CH:20]=2)=[CH:8][CH:7]=1.[Li+].[OH-], predict the reaction product. The product is: [Br:33][C:31]1[CH:30]=[CH:29][C:28]([NH:34][S:35]([C:38]2[CH:39]=[CH:40][C:41]([C:44]([CH3:47])([CH3:46])[CH3:45])=[CH:42][CH:43]=2)(=[O:37])=[O:36])=[C:27]([CH:32]=1)[C:26]([NH:25][CH:4]([CH2:5][C:6]1[CH:7]=[CH:8][C:9]([C:12]2[CH:17]=[CH:16][CH:15]=[CH:14][C:13]=2[O:18][C:19]2[CH:24]=[CH:23][CH:22]=[CH:21][CH:20]=2)=[CH:10][CH:11]=1)[C:3]([OH:49])=[O:2])=[O:48]. (4) Given the reactants [F:1][C:2]1([F:20])[CH2:4][CH:3]1[CH2:5][C:6]1([OH:19])[CH2:11][CH2:10][N:9](C(OC(C)(C)C)=O)[CH2:8][CH2:7]1.C(O)(C(F)(F)F)=O, predict the reaction product. The product is: [F:20][C:2]1([F:1])[CH2:4][CH:3]1[CH2:5][C:6]1([OH:19])[CH2:7][CH2:8][NH:9][CH2:10][CH2:11]1. (5) Given the reactants [Cl:1][C:2]1[CH:3]=[CH:4][C:5](F)=[C:6]([CH:9]=1)[C:7]#[N:8].[CH3:11][CH:12]([S-:14])[CH3:13].[Na+].Cl, predict the reaction product. The product is: [Cl:1][C:2]1[CH:3]=[CH:4][C:5]([S:14][CH:12]([CH3:13])[CH3:11])=[C:6]([CH:9]=1)[C:7]#[N:8]. (6) Given the reactants [CH2:1]([C:3]1([CH2:54][CH3:55])[C:15]2[CH:14]=[C:13]([C:16]3[CH:34]=[CH:33][CH:32]=[CH:31][C:17]=3[NH:18][CH2:19][CH2:20][CH2:21][CH2:22][CH2:23][CH2:24][CH2:25][CH2:26][CH2:27][CH2:28][CH2:29][CH3:30])[CH:12]=[CH:11][C:10]=2[C:9]2[C:4]1=[CH:5][C:6]([C:35]1[CH:53]=[CH:52][CH:51]=[CH:50][C:36]=1[NH:37][CH2:38][CH2:39][CH2:40][CH2:41][CH2:42][CH2:43][CH2:44][CH2:45][CH2:46][CH2:47][CH2:48][CH3:49])=[CH:7][CH:8]=2)[CH3:2].C([O-])(=O)C.C([O-])(=O)C.C1([IH+])C=CC=CC=1.C1([IH+])C=CC=CC=1, predict the reaction product. The product is: [CH2:19]([N:18]1[C:12]2[CH:11]=[C:10]3[C:9]4[C:4]([C:3]([CH2:1][CH3:2])([CH2:54][CH3:55])[C:15]3=[CH:14][C:13]=2[C:16]2[C:17]1=[CH:31][CH:32]=[CH:33][CH:34]=2)=[CH:5][C:6]1[C:35]2[CH:53]=[CH:52][CH:51]=[CH:50][C:36]=2[N:37]([CH2:38][CH2:39][CH2:40][CH2:41][CH2:42][CH2:43][CH2:44][CH2:45][CH2:46][CH2:47][CH2:48][CH3:49])[C:7]=1[CH:8]=4)[CH2:20][CH2:21][CH2:22][CH2:23][CH2:24][CH2:25][CH2:26][CH2:27][CH2:28][CH2:29][CH3:30]. (7) Given the reactants [CH3:1][O:2][C:3]([C@@H:5]1[C@H:9]([OH:10])[CH2:8][CH2:7][N:6]1[C:11]([O:13][C:14]([CH3:17])([CH3:16])[CH3:15])=[O:12])=[O:4].N1C=CN=C1.[Si:23](Cl)([C:36]([CH3:39])([CH3:38])[CH3:37])([C:30]1[CH:35]=[CH:34][CH:33]=[CH:32][CH:31]=1)[C:24]1[CH:29]=[CH:28][CH:27]=[CH:26][CH:25]=1, predict the reaction product. The product is: [CH3:1][O:2][C:3]([C@@H:5]1[C@H:9]([O:10][Si:23]([C:36]([CH3:39])([CH3:38])[CH3:37])([C:30]2[CH:31]=[CH:32][CH:33]=[CH:34][CH:35]=2)[C:24]2[CH:29]=[CH:28][CH:27]=[CH:26][CH:25]=2)[CH2:8][CH2:7][N:6]1[C:11]([O:13][C:14]([CH3:17])([CH3:16])[CH3:15])=[O:12])=[O:4]. (8) Given the reactants COC(=O)[C:4]1[CH:9]=[CH:8][C:7]([N+:10]([O-:12])=[O:11])=[CH:6][C:5]=1[N:13]([CH2:23][CH3:24])[CH2:14][CH2:15][NH:16][C:17](=[O:22])C(F)(F)F.CO.C[O-].[Na+], predict the reaction product. The product is: [CH2:23]([N:13]1[C:5]2[CH:6]=[C:7]([N+:10]([O-:12])=[O:11])[CH:8]=[CH:9][C:4]=2[C:17](=[O:22])[NH:16][CH2:15][CH2:14]1)[CH3:24].